This data is from Full USPTO retrosynthesis dataset with 1.9M reactions from patents (1976-2016). The task is: Predict the reactants needed to synthesize the given product. (1) Given the product [ClH:4].[Cl:4][C:5]1[CH:10]=[CH:9][C:8]([CH2:11][C:12]2[C:21]3[C:16](=[CH:17][CH:18]=[CH:19][CH:20]=3)[C:15](=[O:22])[N:14]([CH2:23][C@H:24]3[CH2:28][CH2:27][CH2:26][N:25]3[C:44]([CH3:49])([CH3:45])[C:1]([NH:61][CH2:60][CH2:59][O:58][CH3:57])=[O:3])[N:13]=2)=[CH:7][CH:6]=1, predict the reactants needed to synthesize it. The reactants are: [CH:1]([OH:3])=O.[Cl:4][C:5]1[CH:10]=[CH:9][C:8]([CH2:11][C:12]2[C:21]3[C:16](=[CH:17][CH:18]=[CH:19][CH:20]=3)[C:15](=[O:22])[N:14]([CH2:23][C@H:24]3[CH2:28][CH2:27][CH2:26][N:25]3CC(C)C(O)=O)[N:13]=2)=[CH:7][CH:6]=1.CN(C(ON1N=N[C:45]2C=CC=[CH:49][C:44]1=2)=[N+](C)C)C.[B-](F)(F)(F)F.[CH3:57][O:58][CH2:59][CH2:60][NH2:61].C(N(CC)CC)C. (2) Given the product [F:1][C:2]([F:11])([F:12])[C:3]1[CH:4]=[CH:5][C:6]([NH:9][N:10]=[CH:17][C:16]2[CH:15]=[C:14]([OH:13])[C:21]([OH:22])=[CH:20][CH:19]=2)=[CH:7][CH:8]=1, predict the reactants needed to synthesize it. The reactants are: [F:1][C:2]([F:12])([F:11])[C:3]1[CH:8]=[CH:7][C:6]([NH:9][NH2:10])=[CH:5][CH:4]=1.[OH:13][C:14]1[CH:15]=[C:16]([CH:19]=[CH:20][C:21]=1[OH:22])[CH:17]=O. (3) Given the product [CH2:15]([O:12][C:11](=[O:13])[C:9]1[CH:10]=[C:2]([Cl:1])[C:3]([C:4]([O:6][CH2:4][C:3]2[CH:7]=[CH:8][CH:9]=[CH:10][CH:2]=2)=[O:5])=[CH:7][C:8]=1[Cl:14])[C:16]1[CH:21]=[CH:20][CH:19]=[CH:18][CH:17]=1, predict the reactants needed to synthesize it. The reactants are: [Cl:1][C:2]1[CH:10]=[C:9]([C:11]([OH:13])=[O:12])[C:8]([Cl:14])=[CH:7][C:3]=1[C:4]([OH:6])=[O:5].[CH2:15](Br)[C:16]1[CH:21]=[CH:20][CH:19]=[CH:18][CH:17]=1.C(=O)([O-])[O-].[K+].[K+]. (4) The reactants are: I[C:2]1[C:7]([O:8][C:9]2[C:18]3[C:13](=[CH:14][C:15]([O:21][CH3:22])=[C:16]([O:19][CH3:20])[CH:17]=3)[N:12]=[CH:11][CH:10]=2)=[CH:6][CH:5]=[C:4]([CH3:23])[N:3]=1.CCCCCC.C([Li])CCC.[CH3:35][C:36]1[N:41]=[C:40]([CH:42]=[O:43])[CH:39]=[CH:38][CH:37]=1.O. Given the product [CH3:20][O:19][C:16]1[CH:17]=[C:18]2[C:13](=[CH:14][C:15]=1[O:21][CH3:22])[N:12]=[CH:11][CH:10]=[C:9]2[O:8][C:7]1[C:2]([CH:42]([C:40]2[CH:39]=[CH:38][CH:37]=[C:36]([CH3:35])[N:41]=2)[OH:43])=[N:3][C:4]([CH3:23])=[CH:5][CH:6]=1, predict the reactants needed to synthesize it.